Dataset: Catalyst prediction with 721,799 reactions and 888 catalyst types from USPTO. Task: Predict which catalyst facilitates the given reaction. (1) Reactant: [Cl:1][CH2:2][CH2:3][CH2:4][S:5]([O:8][CH2:9][C:10]([CH3:26])([CH3:25])[C@@H:11]([O:15][CH2:16][C:17]1[CH:22]=[CH:21][C:20]([O:23][CH3:24])=[CH:19][CH:18]=1)[C:12]([OH:14])=[O:13])(=[O:7])=[O:6].C(Cl)(=O)C(Cl)=O.[C:33]1([C@@H:39](O)[CH3:40])[CH:38]=[CH:37][CH:36]=[CH:35][CH:34]=1.N1C=CC=CC=1. Product: [Cl:1][CH2:2][CH2:3][CH2:4][S:5]([O:8][CH2:9][C:10]([CH3:26])([CH3:25])[C@@H:11]([O:15][CH2:16][C:17]1[CH:22]=[CH:21][C:20]([O:23][CH3:24])=[CH:19][CH:18]=1)[C:12]([O:14][C@H:39]([C:33]1[CH:38]=[CH:37][CH:36]=[CH:35][CH:34]=1)[CH3:40])=[O:13])(=[O:7])=[O:6]. The catalyst class is: 4. (2) Reactant: [Cl:1][C:2]1[N:7]=[C:6]([Cl:8])[C:5]([C:9]#[N:10])=[CH:4][N:3]=1.[NH2:11][C@@H:12]1[C:17]([F:19])([F:18])[CH2:16][CH2:15][CH2:14][C@@H:13]1[NH:20][C:21](=[O:27])[O:22][C:23]([CH3:26])([CH3:25])[CH3:24].CCN(C(C)C)C(C)C. Product: [Cl:8][C:6]1[C:5]([C:9]#[N:10])=[CH:4][N:3]=[C:2]([NH:11][C@@H:12]2[C:17]([F:19])([F:18])[CH2:16][CH2:15][CH2:14][C@@H:13]2[NH:20][C:21](=[O:27])[O:22][C:23]([CH3:25])([CH3:24])[CH3:26])[N:7]=1.[Cl:1][C:2]1[N:7]=[C:6]([NH:11][C@@H:12]2[C:17]([F:19])([F:18])[CH2:16][CH2:15][CH2:14][C@@H:13]2[NH:20][C:21](=[O:27])[O:22][C:23]([CH3:25])([CH3:24])[CH3:26])[C:5]([C:9]#[N:10])=[CH:4][N:3]=1. The catalyst class is: 37. (3) Reactant: [B:1]([Cl:4])(Cl)Cl.[CH:5]([C:7]1[CH:13]=[CH:12][CH:11]=[CH:10][C:8]=1[NH2:9])=[CH2:6]. Product: [Cl:4][B:1]1[CH:6]=[CH:5][C:7]2[CH:13]=[CH:12][CH:11]=[CH:10][C:8]=2[NH:9]1. The catalyst class is: 11. (4) Reactant: C[O:2][C:3](=[O:39])[CH2:4][CH2:5][NH:6][C:7]([C:9]1[C:10]([OH:38])=[C:11]2[C:16](=[C:17]([C:19]3[S:20][CH:21]=[CH:22][N:23]=3)[N:18]=1)[N:15]([CH2:24][C:25]1[CH:30]=[CH:29][CH:28]=[CH:27][CH:26]=1)[C:14](=[O:31])[C:13]([C:32]1[CH:37]=[CH:36][CH:35]=[CH:34][CH:33]=1)=[CH:12]2)=[O:8].[OH-].[Na+].CO.C1COCC1. Product: [CH2:24]([N:15]1[C:16]2[C:11](=[C:10]([OH:38])[C:9]([C:7]([NH:6][CH2:5][CH2:4][C:3]([OH:39])=[O:2])=[O:8])=[N:18][C:17]=2[C:19]2[S:20][CH:21]=[CH:22][N:23]=2)[CH:12]=[C:13]([C:32]2[CH:37]=[CH:36][CH:35]=[CH:34][CH:33]=2)[C:14]1=[O:31])[C:25]1[CH:30]=[CH:29][CH:28]=[CH:27][CH:26]=1. The catalyst class is: 250. (5) Reactant: C(OC([NH:8][CH:9]([C:49]1[CH:50]=[C:51]([NH:55][CH2:56][CH2:57][CH2:58][C:59]([O:61][CH2:62][CH3:63])=[O:60])[CH:52]=[CH:53][CH:54]=1)[CH2:10][N:11]1[C:16](=[O:17])[C:15]2[C:18]3([O:34][CH2:35][C:14]=2[N:13]([CH2:36][C:37]2[C:42]([C:43]([F:46])([F:45])[F:44])=[CH:41][CH:40]=[CH:39][C:38]=2[F:47])[C:12]1=[O:48])[CH2:23][CH2:22][N:21]([CH2:24][C:25]1[O:26][C:27]([C:30]([F:33])([F:32])[F:31])=[CH:28][CH:29]=1)[CH2:20][CH2:19]3)=O)(C)(C)C.FC(F)(F)C(O)=O.C(=O)(O)[O-].[Na+]. Product: [NH2:8][CH:9]([C:49]1[CH:50]=[C:51]([NH:55][CH2:56][CH2:57][CH2:58][C:59]([O:61][CH2:62][CH3:63])=[O:60])[CH:52]=[CH:53][CH:54]=1)[CH2:10][N:11]1[C:16](=[O:17])[C:15]2[C:18]3([O:34][CH2:35][C:14]=2[N:13]([CH2:36][C:37]2[C:42]([C:43]([F:44])([F:45])[F:46])=[CH:41][CH:40]=[CH:39][C:38]=2[F:47])[C:12]1=[O:48])[CH2:19][CH2:20][N:21]([CH2:24][C:25]1[O:26][C:27]([C:30]([F:32])([F:31])[F:33])=[CH:28][CH:29]=1)[CH2:22][CH2:23]3. The catalyst class is: 4. (6) The catalyst class is: 3. Product: [F:27][C:26]1[C:21]([CH2:20][O:1][C:2]2[C:3]3[N:4]([C:9]([C:13]([O:15][CH2:16][CH3:17])=[O:14])=[C:10]([CH3:12])[N:11]=3)[CH:5]=[C:6]([CH3:8])[CH:7]=2)=[N:22][CH:23]=[CH:24][CH:25]=1. Reactant: [OH:1][C:2]1[C:3]2[N:4]([C:9]([C:13]([O:15][CH2:16][CH3:17])=[O:14])=[C:10]([CH3:12])[N:11]=2)[CH:5]=[C:6]([CH3:8])[CH:7]=1.Cl.Cl[CH2:20][C:21]1[C:26]([F:27])=[CH:25][CH:24]=[CH:23][N:22]=1.C(=O)([O-])[O-].[Cs+].[Cs+]. (7) Reactant: [CH3:1][C:2]1[N:7]=[C:6]2[S:8][C:9]3[CH2:13][CH2:12][CH2:11][C:10]=3[C:5]2=[C:4]([C:14]2[CH:19]=[CH:18][C:17]([Cl:20])=[CH:16][CH:15]=2)[C:3]=1[CH2:21][C:22]([O:24][CH3:25])=[O:23].[Li+].C[Si]([N-][Si](C)(C)C)(C)C.[CH2:36]1[CH2:40]OC[CH2:37]1.ICCC. The catalyst class is: 3. Product: [CH3:1][C:2]1[N:7]=[C:6]2[S:8][C:9]3[CH2:13][CH2:12][CH2:11][C:10]=3[C:5]2=[C:4]([C:14]2[CH:19]=[CH:18][C:17]([Cl:20])=[CH:16][CH:15]=2)[C:3]=1[CH:21]([CH2:37][CH2:36][CH3:40])[C:22]([O:24][CH3:25])=[O:23]. (8) Reactant: I[C:2]1[N:9]2[C:5]([S:6][C:7]([C:10]3[CH:11]=[N:12][C:13]([CH3:16])=[CH:14][CH:15]=3)=[N:8]2)=[N:4][CH:3]=1.CC1(C)C(C)(C)OB([C:25]2[CH:26]=[C:27]([C:32]([F:35])([F:34])[F:33])[C:28]([NH2:31])=[N:29][CH:30]=2)O1.C([O-])([O-])=O.[Na+].[Na+]. Product: [CH3:16][C:13]1[N:12]=[CH:11][C:10]([C:7]2[S:6][C:5]3=[N:4][CH:3]=[C:2]([C:25]4[CH:26]=[C:27]([C:32]([F:35])([F:34])[F:33])[C:28]([NH2:31])=[N:29][CH:30]=4)[N:9]3[N:8]=2)=[CH:15][CH:14]=1. The catalyst class is: 184. (9) Product: [Si:1]([O:18][CH:19]1[CH2:20][N:21]([C:23]2[S:24][CH:25]=[C:26]([C:28](=[O:29])[NH:55][C@H:52]([CH2:51][O:50][Si:33]([C:46]([CH3:47])([CH3:49])[CH3:48])([C:40]3[CH:41]=[CH:42][CH:43]=[CH:44][CH:45]=3)[C:34]3[CH:35]=[CH:36][CH:37]=[CH:38][CH:39]=3)[CH2:53][CH3:54])[N:27]=2)[CH2:22]1)([C:14]([CH3:16])([CH3:17])[CH3:15])([C:2]1[CH:3]=[CH:4][CH:5]=[CH:6][CH:7]=1)[C:8]1[CH:13]=[CH:12][CH:11]=[CH:10][CH:9]=1. The catalyst class is: 48. Reactant: [Si:1]([O:18][CH:19]1[CH2:22][N:21]([C:23]2[S:24][CH:25]=[C:26]([C:28](OCC)=[O:29])[N:27]=2)[CH2:20]1)([C:14]([CH3:17])([CH3:16])[CH3:15])([C:8]1[CH:13]=[CH:12][CH:11]=[CH:10][CH:9]=1)[C:2]1[CH:7]=[CH:6][CH:5]=[CH:4][CH:3]=1.[Si:33]([O:50][CH2:51][C@@H:52]([NH2:55])[CH2:53][CH3:54])([C:46]([CH3:49])([CH3:48])[CH3:47])([C:40]1[CH:45]=[CH:44][CH:43]=[CH:42][CH:41]=1)[C:34]1[CH:39]=[CH:38][CH:37]=[CH:36][CH:35]=1.C[Al](C)C.C(O)(=O)C.C(OCC)(=O)C. (10) Reactant: C(N(CC)CC)C.[CH2:8]([OH:13])[C:9]#[C:10][CH2:11][OH:12].[C:14]1([CH3:24])[CH:19]=[CH:18][C:17]([S:20](Cl)(=[O:22])=[O:21])=[CH:16][CH:15]=1. Product: [OH:12][CH2:11][C:10]#[C:9][CH2:8][O:13][S:20]([C:17]1[CH:18]=[CH:19][C:14]([CH3:24])=[CH:15][CH:16]=1)(=[O:22])=[O:21]. The catalyst class is: 12.